From a dataset of Catalyst prediction with 721,799 reactions and 888 catalyst types from USPTO. Predict which catalyst facilitates the given reaction. (1) Reactant: [C:1]([O:5][C:6](=[O:19])[NH:7][CH2:8][CH2:9][CH2:10][CH2:11][C:12]1[CH:17]=[CH:16][C:15]([NH2:18])=[CH:14][CH:13]=1)([CH3:4])([CH3:3])[CH3:2].C(N(CC)CC)C.[CH3:27][S:28](Cl)(=[O:30])=[O:29]. Product: [C:1]([O:5][C:6](=[O:19])[NH:7][CH2:8][CH2:9][CH2:10][CH2:11][C:12]1[CH:13]=[CH:14][C:15]([N:18]([S:28]([CH3:27])(=[O:30])=[O:29])[S:28]([CH3:27])(=[O:30])=[O:29])=[CH:16][CH:17]=1)([CH3:4])([CH3:2])[CH3:3]. The catalyst class is: 527. (2) Product: [Br:3][C:4]1[CH:5]=[C:6]2[C:11]([NH:12][C@@H:13]3[CH2:17][CH2:16][C@:15]([CH3:22])([C:18]([OH:20])=[O:19])[C:14]3([CH3:24])[CH3:23])=[C:10]([C:25](=[O:27])[NH2:26])[CH:9]=[N:8][N:7]2[CH:28]=1. Reactant: [OH-].[K+].[Br:3][C:4]1[CH:5]=[C:6]2[C:11]([NH:12][C@@H:13]3[CH2:17][CH2:16][C@:15]([CH3:22])([C:18]([O:20]C)=[O:19])[C:14]3([CH3:24])[CH3:23])=[C:10]([C:25](=[O:27])[NH2:26])[CH:9]=[N:8][N:7]2[CH:28]=1. The catalyst class is: 162. (3) Reactant: [CH2:1]([O:5][C:6]1[N:14]=[C:13]2[C:9]([NH:10][C:11](=[O:28])[N:12]2[CH2:15][C:16]2[CH:21]=[CH:20][C:19]([CH2:22][NH:23][CH2:24][CH2:25][CH2:26][OH:27])=[CH:18][CH:17]=2)=[C:8]([NH2:29])[N:7]=1)[CH2:2][CH2:3][CH3:4].C(=O)([O-])[O-].[K+].[K+].[CH3:36][O:37][C:38]([CH2:40][C:41]1[CH:42]=[C:43]([CH:46]=[CH:47][CH:48]=1)[CH2:44]Br)=[O:39]. Product: [CH2:1]([O:5][C:6]1[N:14]=[C:13]2[C:9]([NH:10][C:11](=[O:28])[N:12]2[CH2:15][C:16]2[CH:21]=[CH:20][C:19]([CH2:22][N:23]([CH2:24][CH2:25][CH2:26][OH:27])[CH2:44][C:43]3[CH:46]=[CH:47][CH:48]=[C:41]([CH2:40][C:38]([O:37][CH3:36])=[O:39])[CH:42]=3)=[CH:18][CH:17]=2)=[C:8]([NH2:29])[N:7]=1)[CH2:2][CH2:3][CH3:4]. The catalyst class is: 3.